Dataset: Forward reaction prediction with 1.9M reactions from USPTO patents (1976-2016). Task: Predict the product of the given reaction. (1) Given the reactants [NH2:1][CH2:2][CH2:3][NH:4][C:5]([C:7]1[S:8][C:9]([N:22]2[CH2:27][CH2:26][O:25][CH2:24][CH2:23]2)=[C:10]([C:20]#[N:21])[C:11]=1[C:12]1[CH:17]=[CH:16][C:15]([Cl:18])=[CH:14][C:13]=1[Cl:19])=O.P(Cl)(Cl)(Cl)=O, predict the reaction product. The product is: [Cl:19][C:13]1[CH:14]=[C:15]([Cl:18])[CH:16]=[CH:17][C:12]=1[C:11]1[C:10]([C:20]#[N:21])=[C:9]([N:22]2[CH2:23][CH2:24][O:25][CH2:26][CH2:27]2)[S:8][C:7]=1[C:5]1[NH:4][CH2:3][CH2:2][N:1]=1. (2) Given the reactants [CH3:1][O:2][C:3]1[CH:30]=[CH:29][C:6]([CH2:7][S:8][C:9]2[C:10](F)=[C:11]([F:27])[C:12]([NH:19][C:20]3[CH:25]=[CH:24][CH:23]=[CH:22][C:21]=3[Cl:26])=[C:13]([CH:18]=2)[C:14]([O:16][CH3:17])=[O:15])=[CH:5][CH:4]=1.[N-:31]=[N+:32]=[N-:33].[Na+].O, predict the reaction product. The product is: [N:31]([C:10]1[C:9]([S:8][CH2:7][C:6]2[CH:29]=[CH:30][C:3]([O:2][CH3:1])=[CH:4][CH:5]=2)=[CH:18][C:13]([C:14]([O:16][CH3:17])=[O:15])=[C:12]([NH:19][C:20]2[CH:25]=[CH:24][CH:23]=[CH:22][C:21]=2[Cl:26])[C:11]=1[F:27])=[N+:32]=[N-:33].